This data is from Forward reaction prediction with 1.9M reactions from USPTO patents (1976-2016). The task is: Predict the product of the given reaction. (1) Given the reactants [OH:1][CH:2]1[CH2:36][CH:5]2[CH2:6][N:7]([C:9]3[C:10]4[N:11]([N:15]=[C:16]([NH:18][C:19]5[CH:35]=[CH:34][C:22]([C:23]([N:25]([CH3:33])[CH:26]6[CH2:31][CH2:30][N:29]([CH3:32])[CH2:28][CH2:27]6)=[O:24])=[CH:21][CH:20]=5)[N:17]=4)[CH:12]=[CH:13][CH:14]=3)[CH2:8][CH:4]2[CH2:3]1.C[N+]1([O-])CCOCC1.C([N+](CCC)(CCC)CCC)CC, predict the reaction product. The product is: [CH3:33][N:25]([CH:26]1[CH2:31][CH2:30][N:29]([CH3:32])[CH2:28][CH2:27]1)[C:23](=[O:24])[C:22]1[CH:21]=[CH:20][C:19]([NH:18][C:16]2[N:17]=[C:10]3[C:9]([N:7]4[CH2:6][CH:5]5[CH2:36][C:2](=[O:1])[CH2:3][CH:4]5[CH2:8]4)=[CH:14][CH:13]=[CH:12][N:11]3[N:15]=2)=[CH:35][CH:34]=1. (2) Given the reactants CN(C)C=O.N1C(Cl)=NC(Cl)=NC=1[Cl:8].[Cl:15][C:16]1[C:21]([Cl:22])=[CH:20][C:19]([CH:23](O)[CH3:24])=[C:18]([O:26][CH3:27])[C:17]=1[CH:28]1[CH2:31][N:30]([C:32]([O:34][C:35]([CH3:38])([CH3:37])[CH3:36])=[O:33])[CH2:29]1, predict the reaction product. The product is: [Cl:15][C:16]1[C:21]([Cl:22])=[CH:20][C:19]([CH:23]([Cl:8])[CH3:24])=[C:18]([O:26][CH3:27])[C:17]=1[CH:28]1[CH2:31][N:30]([C:32]([O:34][C:35]([CH3:38])([CH3:37])[CH3:36])=[O:33])[CH2:29]1. (3) Given the reactants [F:1][C:2]1([F:29])[CH2:7][CH2:6][N:5]([C:8]([C:10]2[NH:28][C:13]3=[N:14][CH:15]=[C:16]([O:18][CH:19]4[CH2:24][CH2:23][N:22]([CH:25]([CH3:27])[CH3:26])[CH2:21][CH2:20]4)[CH:17]=[C:12]3[CH:11]=2)=[O:9])[CH2:4][CH2:3]1.[H-].[Na+].Br[CH2:33][C:34]#[N:35], predict the reaction product. The product is: [F:29][C:2]1([F:1])[CH2:7][CH2:6][N:5]([C:8]([C:10]2[N:28]([CH2:33][C:34]#[N:35])[C:13]3=[N:14][CH:15]=[C:16]([O:18][CH:19]4[CH2:20][CH2:21][N:22]([CH:25]([CH3:27])[CH3:26])[CH2:23][CH2:24]4)[CH:17]=[C:12]3[CH:11]=2)=[O:9])[CH2:4][CH2:3]1.